This data is from Full USPTO retrosynthesis dataset with 1.9M reactions from patents (1976-2016). The task is: Predict the reactants needed to synthesize the given product. (1) Given the product [C:3]([O-:11])(=[S:1])[CH2:4][CH2:5][CH2:6][CH2:7][CH2:8][CH2:9][CH3:10].[Na+:2], predict the reactants needed to synthesize it. The reactants are: [SH-:1].[Na+:2].[C:3](Cl)(=[O:11])[CH2:4][CH2:5][CH2:6][CH2:7][CH2:8][CH2:9][CH3:10]. (2) The reactants are: Br[C:2]1[CH:3]=[C:4]([CH:18]=[CH:19][CH:20]=1)[CH2:5][C:6]1[C:7]2[C:8](=[C:13]([CH3:17])[NH:14][C:15]=2[CH3:16])[C:9](=[O:12])[NH:10][N:11]=1.C(N(C(C)C)C(C)C)C.CC[O:32][C:33](C)=[O:34]. Given the product [CH3:16][C:15]1[NH:14][C:13]([CH3:17])=[C:8]2[C:7]=1[C:6]([CH2:5][C:4]1[CH:3]=[C:2]([CH:20]=[CH:19][CH:18]=1)[C:33]([OH:34])=[O:32])=[N:11][NH:10][C:9]2=[O:12], predict the reactants needed to synthesize it. (3) Given the product [CH3:28][C:27]1[N:26]([C:29]2[CH:34]=[CH:33][C:32]([C:35]([F:37])([F:36])[F:38])=[CH:31][N:30]=2)[N:25]=[CH:24][C:23]=1[C:21]([NH:20][C:17]1[CH:18]=[N:19][C:14]([C:11]2[CH2:12][CH2:13][NH:8][CH2:9][CH:10]=2)=[CH:15][CH:16]=1)=[O:22], predict the reactants needed to synthesize it. The reactants are: C(OC([N:8]1[CH2:13][CH:12]=[C:11]([C:14]2[N:19]=[CH:18][C:17]([NH:20][C:21]([C:23]3[CH:24]=[N:25][N:26]([C:29]4[CH:34]=[CH:33][C:32]([C:35]([F:38])([F:37])[F:36])=[CH:31][N:30]=4)[C:27]=3[CH3:28])=[O:22])=[CH:16][CH:15]=2)[CH2:10][CH2:9]1)=O)(C)(C)C.FC(F)(F)C(O)=O.[OH-].[Na+]. (4) Given the product [OH:11][C@@H:10]([C@H:9]1[C@@H:4]([OH:3])[C@@H:5]([OH:6])[C@H:7]([N:12]2[C:16]3[N:17]=[CH:18][N:19]=[C:20]([CH3:21])[C:15]=3[CH:14]=[CH:13]2)[O:8]1)[CH3:23], predict the reactants needed to synthesize it. The reactants are: CC1(C)[O:6][C@H:5]2[C@H:7]([N:12]3[C:16]4[N:17]=[CH:18][N:19]=[C:20]([CH3:21])[C:15]=4[CH:14]=[CH:13]3)[O:8][C@@H:9]([CH:10]=[O:11])[C@H:4]2[O:3]1.[CH3:23][Mg]Br. (5) Given the product [CH3:29][CH:30]([CH3:34])[CH2:31][CH2:32][NH:33][CH:1]([C:4]1[CH:5]=[CH:6][C:7]([NH:10][C:11](=[O:28])[CH:12]([NH:16][C:17](=[O:27])[CH2:18][C:19]2[CH:24]=[C:23]([F:25])[CH:22]=[C:21]([F:26])[CH:20]=2)[CH2:13][CH2:14][CH3:15])=[N:8][CH:9]=1)[CH3:2], predict the reactants needed to synthesize it. The reactants are: [C:1]([C:4]1[CH:5]=[CH:6][C:7]([NH:10][C:11](=[O:28])[CH:12]([NH:16][C:17](=[O:27])[CH2:18][C:19]2[CH:24]=[C:23]([F:25])[CH:22]=[C:21]([F:26])[CH:20]=2)[CH2:13][CH2:14][CH3:15])=[N:8][CH:9]=1)(=O)[CH3:2].[CH3:29][CH:30]([CH3:34])[CH2:31][CH2:32][NH2:33].C(O[BH-](OC(=O)C)OC(=O)C)(=O)C.[Na+].C(O)(=O)C. (6) The reactants are: [O:1]=[C:2]1[NH:11][C:10]2[N:9]=[CH:8][C:7](/[CH:12]=[CH:13]/[C:14]([O:16]C(C)(C)C)=[O:15])=[CH:6][C:5]=2[CH:4]=[CH:3]1.FC(F)(F)C(O)=O.C(Cl)[Cl:29]. Given the product [ClH:29].[O:1]=[C:2]1[NH:11][C:10]2[N:9]=[CH:8][C:7](/[CH:12]=[CH:13]/[C:14]([OH:16])=[O:15])=[CH:6][C:5]=2[CH:4]=[CH:3]1, predict the reactants needed to synthesize it. (7) Given the product [F:14][B-:15]([F:18])([F:17])[F:16].[CH3:10][S:9][C:8](=[S+:13][CH3:5])[S:11][CH3:12], predict the reactants needed to synthesize it. The reactants are: S(OC)(O[CH3:5])(=O)=O.[C:8](=[S:13])([S:11][CH3:12])[S:9][CH3:10].[F:14][B-:15]([F:18])([F:17])[F:16].[H+]. (8) Given the product [CH3:25][S:26]([C:29]1[CH:30]=[C:31]([NH:32][C:2]2[C:3]3[CH:4]=[CH:5][C:6]([NH:24][CH:21]4[C:22]5[C:18](=[CH:17][CH:16]=[C:15]([O:14][CH3:13])[CH:23]=5)[CH2:19][CH2:20]4)=[N:7][C:8]=3[CH:9]=[CH:10][CH:11]=2)[CH:33]=[CH:34][CH:35]=1)(=[O:27])=[O:28], predict the reactants needed to synthesize it. The reactants are: I[C:2]1[CH:11]=[CH:10][CH:9]=[C:8]2[C:3]=1[CH:4]=[CH:5][C:6](Cl)=[N:7]2.[CH3:13][O:14][C:15]1[CH:23]=[C:22]2[C:18]([CH2:19][CH2:20][CH:21]2[NH2:24])=[CH:17][CH:16]=1.[CH3:25][S:26]([C:29]1[CH:30]=[C:31]([CH:33]=[CH:34][CH:35]=1)[NH2:32])(=[O:28])=[O:27].